Dataset: Catalyst prediction with 721,799 reactions and 888 catalyst types from USPTO. Task: Predict which catalyst facilitates the given reaction. (1) The catalyst class is: 16. Product: [C:18]([C@@H:17]([NH:16][C:2]1[C:11]([C:12]([OH:14])=[O:13])=[CH:10][C:9]2[C:4](=[CH:5][CH:6]=[C:7]([Cl:15])[CH:8]=2)[N:3]=1)[CH2:21][C:22]1[CH:23]=[CH:24][C:25]([O:28][C:29]2[CH:34]=[CH:33][C:32]([C:35]([F:38])([F:36])[F:37])=[CH:31][N:30]=2)=[CH:26][CH:27]=1)([OH:20])=[O:19]. Reactant: Cl[C:2]1[C:11]([C:12]([OH:14])=[O:13])=[CH:10][C:9]2[C:4](=[CH:5][CH:6]=[C:7]([Cl:15])[CH:8]=2)[N:3]=1.[NH2:16][C@@H:17]([CH2:21][C:22]1[CH:27]=[CH:26][C:25]([O:28][C:29]2[CH:34]=[CH:33][C:32]([C:35]([F:38])([F:37])[F:36])=[CH:31][N:30]=2)=[CH:24][CH:23]=1)[C:18]([OH:20])=[O:19]. (2) Reactant: [CH3:1][Mg]Cl.[Br:4][C:5]1[CH:6]=[CH:7][C:8]2[N:12]=[C:11]([C:13](N(OC)C)=[O:14])[N:10]([CH3:19])[C:9]=2[CH:20]=1. Product: [Br:4][C:5]1[CH:6]=[CH:7][C:8]2[N:12]=[C:11]([C:13](=[O:14])[CH3:1])[N:10]([CH3:19])[C:9]=2[CH:20]=1. The catalyst class is: 1. (3) Reactant: Cl[C:2]1[N:6]=[C:5]([CH:7]2[CH2:12][CH:11]([C:13]3[CH:18]=[CH:17][C:16]([C:19]([F:22])([F:21])[F:20])=[CH:15][CH:14]=3)[CH2:10][N:9]([C:23]([N:25]3[CH2:30][CH2:29][O:28][CH2:27][CH2:26]3)=[O:24])[CH2:8]2)[O:4][N:3]=1.[NH:31]1[CH2:35][CH2:34][C@H:33]([OH:36])[CH2:32]1. Product: [OH:36][C@H:33]1[CH2:34][CH2:35][N:31]([C:2]2[N:6]=[C:5]([CH:7]3[CH2:12][CH:11]([C:13]4[CH:18]=[CH:17][C:16]([C:19]([F:22])([F:21])[F:20])=[CH:15][CH:14]=4)[CH2:10][N:9]([C:23]([N:25]4[CH2:30][CH2:29][O:28][CH2:27][CH2:26]4)=[O:24])[CH2:8]3)[O:4][N:3]=2)[CH2:32]1. The catalyst class is: 8. (4) Reactant: Cl[C:2]1[CH:7]=[C:6]([Cl:8])[N:5]=[C:4]([S:9][C:10]2[CH:15]=[CH:14][C:13]([NH:16][C:17](=[O:23])[O:18][C:19]([CH3:22])([CH3:21])[CH3:20])=[CH:12][CH:11]=2)[N:3]=1.[CH3:24][C:25]1[CH:29]=[C:28]([NH2:30])[NH:27][N:26]=1.C(N(C(C)C)CC)(C)C.[Na+].[I-]. Product: [Cl:8][C:6]1[CH:7]=[C:2]([NH:30][C:28]2[NH:27][N:26]=[C:25]([CH3:24])[CH:29]=2)[N:3]=[C:4]([S:9][C:10]2[CH:15]=[CH:14][C:13]([NH:16][C:17](=[O:23])[O:18][C:19]([CH3:22])([CH3:21])[CH3:20])=[CH:12][CH:11]=2)[N:5]=1. The catalyst class is: 3. (5) Reactant: [CH3:1][C:2]1[CH:11]=[CH:10][C:5]([C:6]([O:8][CH3:9])=[O:7])=[CH:4][N:3]=1.ClC1C=CC=C(C(OO)=[O:20])C=1. Product: [CH3:1][C:2]1[CH:11]=[CH:10][C:5]([C:6]([O:8][CH3:9])=[O:7])=[CH:4][N+:3]=1[O-:20]. The catalyst class is: 366. (6) Reactant: [Cl:1][C:2]1[C:3]([C:21]2[CH:22]=[N:23][N:24]3[CH:29]=[CH:28][CH:27]=[CH:26][C:25]=23)=[N:4][C:5]([NH:8][C:9]2[CH:10]=[C:11]([NH:17]C(=O)C)[CH:12]=[CH:13][C:14]=2[O:15][CH3:16])=[N:6][CH:7]=1.Cl. Product: [Cl:1][C:2]1[C:3]([C:21]2[CH:22]=[N:23][N:24]3[CH:29]=[CH:28][CH:27]=[CH:26][C:25]=23)=[N:4][C:5]([NH:8][C:9]2[C:14]([O:15][CH3:16])=[CH:13][CH:12]=[C:11]([NH2:17])[CH:10]=2)=[N:6][CH:7]=1. The catalyst class is: 801. (7) Reactant: [F:1][CH:2]([F:10])[C:3]1[N:4]=[C:5]([CH2:8][OH:9])[S:6][CH:7]=1.[CH2:11]([C:13]1[N:17]([CH3:18])[C:16]2[CH:19]=[C:20]([N:23]3[CH:28]=[CH:27][C:26](O)=[CH:25][C:24]3=[O:30])[CH:21]=[CH:22][C:15]=2[N:14]=1)[CH3:12].C1(P(C2C=CC=CC=2)C2C=CC=CC=2)C=CC=CC=1.N(C(OCCOC)=O)=NC(OCCOC)=O. Product: [F:1][CH:2]([F:10])[C:3]1[N:4]=[C:5]([CH2:8][O:9][C:26]2[CH:27]=[CH:28][N:23]([C:20]3[CH:21]=[CH:22][C:15]4[N:14]=[C:13]([CH2:11][CH3:12])[N:17]([CH3:18])[C:16]=4[CH:19]=3)[C:24](=[O:30])[CH:25]=2)[S:6][CH:7]=1. The catalyst class is: 90. (8) Reactant: C(N)(=S)C1C=CC=CC=1.[S:10]1[C:14]2[CH:15]=[CH:16][CH:17]=[CH:18][C:13]=2[N:12]=[CH:11]1.[Fe-3:19]([C:30]#[N:31])([C:28]#[N:29])([C:26]#[N:27])([C:24]#[N:25])([C:22]#[N:23])[C:20]#[N:21].[K+:32].[K+].[K+].[OH-].[Na+]. Product: [S:10]1[C:14]2[CH:15]=[CH:16][CH:17]=[CH:18][C:13]=2[N:12]=[CH:11]1.[Fe-3:19]([C:28]#[N:29])([C:24]#[N:25])([C:20]#[N:21])([C:22]#[N:23])([C:26]#[N:27])[C:30]#[N:31].[K+:32].[K+:32].[K+:32]. The catalyst class is: 6.